Dataset: Forward reaction prediction with 1.9M reactions from USPTO patents (1976-2016). Task: Predict the product of the given reaction. Given the reactants Br[CH2:2][CH2:3][CH2:4][C:5]#[N:6].[NH:7]1[CH2:12][CH2:11][O:10][CH2:9][CH2:8]1.O1CCCC1, predict the reaction product. The product is: [O:10]1[CH2:11][CH2:12][N:7]([CH2:2][CH2:3][CH2:4][C:5]#[N:6])[CH2:8][CH2:9]1.